This data is from Forward reaction prediction with 1.9M reactions from USPTO patents (1976-2016). The task is: Predict the product of the given reaction. (1) Given the reactants [NH2:1][C:2]1[N:6]([CH:7]2[CH2:12][CH2:11][CH2:10][N:9]([C:13]#[N:14])[CH2:8]2)[N:5]=[C:4]([C:15]2[CH:20]=[CH:19][C:18](OC3C=CC(F)=CC=3F)=[CH:17][CH:16]=2)[C:3]=1[C:30]([NH2:32])=[O:31].[Cl:33][C:34]1[CH:39]=[C:38]([CH3:40])[CH:37]=[CH:36][C:35]=1[OH:41], predict the reaction product. The product is: [NH2:1][C:2]1[N:6]([CH:7]2[CH2:12][CH2:11][CH2:10][N:9]([C:13]#[N:14])[CH2:8]2)[N:5]=[C:4]([C:15]2[CH:16]=[CH:17][C:18]([O:41][C:35]3[CH:36]=[CH:37][C:38]([CH3:40])=[CH:39][C:34]=3[Cl:33])=[CH:19][CH:20]=2)[C:3]=1[C:30]([NH2:32])=[O:31]. (2) The product is: [CH3:11][C:12]1([CH3:37])[CH2:13][O:14][C:15]2([CH2:32][CH2:31][C:30]3[C@@:17]([OH:33])([CH2:18][CH2:19][C@@H:20]4[C:29]=3[C@@H:28]([C:3]3[CH:10]=[CH:9][C:6]([CH:7]=[CH2:8])=[CH:5][CH:4]=3)[CH2:27][C@@:25]3([CH3:26])[C@H:21]4[CH2:22][CH2:23][C:24]3=[O:34])[CH2:16]2)[O:35][CH2:36]1. Given the reactants [Mg].Br[C:3]1[CH:10]=[CH:9][C:6]([CH:7]=[CH2:8])=[CH:5][CH:4]=1.[CH3:11][C:12]1([CH3:37])[CH2:36][O:35][C:15]2([CH2:32][CH2:31][C@:30]34[O:33][C@:17]3([CH2:18][CH2:19][C@@H:20]3[C:29]4=[CH:28][CH2:27][C@@:25]4([CH3:26])[C@H:21]3[CH2:22][CH2:23][C:24]4=[O:34])[CH2:16]2)[O:14][CH2:13]1.[Cl-].[NH4+], predict the reaction product. (3) The product is: [CH3:1][C:2]1[C:3]([B:17]([OH:19])[OH:18])=[CH:4][C:5]2[C:6]([CH3:15])([CH3:14])[CH2:7][CH2:8][C:9]([CH3:13])([CH3:12])[C:10]=2[CH:11]=1. Given the reactants [CH3:1][C:2]1[C:3](Br)=[CH:4][C:5]2[C:6]([CH3:15])([CH3:14])[CH2:7][CH2:8][C:9]([CH3:13])([CH3:12])[C:10]=2[CH:11]=1.[BH:17]([OH:19])[OH:18], predict the reaction product. (4) The product is: [CH3:1][O:2][C:3](=[O:12])[C:4]1[CH:9]=[CH:8][C:7]([CH:10]=[C:17]2[S:13][C:14](=[O:19])[NH:15][C:16]2=[O:18])=[CH:6][CH:5]=1. Given the reactants [CH3:1][O:2][C:3](=[O:12])[C:4]1[CH:9]=[CH:8][C:7]([CH:10]=O)=[CH:6][CH:5]=1.[S:13]1[CH2:17][C:16](=[O:18])[NH:15][C:14]1=[O:19].N1CCCCC1, predict the reaction product. (5) Given the reactants OCCN1CC[C@@H](NC(=O)OC(C)(C)C)[C@H](OC)C1.C(N(CC)CC)C.CS(Cl)(=O)=O.[CH3:32][S:33]([O:36][CH2:37][CH2:38][N:39]1[CH2:44][CH2:43][C@@H:42]([NH:45][C:46]([O:48][C:49]([CH3:52])([CH3:51])[CH3:50])=[O:47])[C@@H:41]([O:53][CH3:54])[CH2:40]1)(=[O:35])=[O:34], predict the reaction product. The product is: [CH3:32][S:33]([O:36][CH2:37][CH2:38][N:39]1[CH2:44][CH2:43][C@@H:42]([NH:45][C:46]([O:48][C:49]([CH3:50])([CH3:51])[CH3:52])=[O:47])[C@H:41]([O:53][CH3:54])[CH2:40]1)(=[O:34])=[O:35]. (6) Given the reactants [NH2:1][C:2]1[C:3](Cl)=[N:4][C:5]([Cl:8])=[CH:6][CH:7]=1.[CH2:10]([Al](CC)CC)[CH3:11], predict the reaction product. The product is: [Cl:8][C:5]1[N:4]=[C:3]([CH2:10][CH3:11])[C:2]([NH2:1])=[CH:7][CH:6]=1.